Regression. Given a peptide amino acid sequence and an MHC pseudo amino acid sequence, predict their binding affinity value. This is MHC class I binding data. From a dataset of Peptide-MHC class I binding affinity with 185,985 pairs from IEDB/IMGT. (1) The peptide sequence is RIRKDFGKR. The MHC is HLA-B18:01 with pseudo-sequence HLA-B18:01. The binding affinity (normalized) is 0.449. (2) The peptide sequence is MNNGGDAMY. The MHC is HLA-A01:01 with pseudo-sequence HLA-A01:01. The binding affinity (normalized) is 0.383. (3) The MHC is HLA-A30:01 with pseudo-sequence HLA-A30:01. The peptide sequence is HIKNDFMIK. The binding affinity (normalized) is 0.956. (4) The peptide sequence is MPASWVMRI. The MHC is HLA-A02:02 with pseudo-sequence HLA-A02:02. The binding affinity (normalized) is 0.217. (5) The peptide sequence is LTDTIESAKT. The MHC is HLA-A02:02 with pseudo-sequence HLA-A02:02. The binding affinity (normalized) is 0.0101. (6) The peptide sequence is ELAYYNSCML. The MHC is HLA-A02:03 with pseudo-sequence HLA-A02:03. The binding affinity (normalized) is 0.536. (7) The peptide sequence is APNAKEEIL. The MHC is HLA-B54:01 with pseudo-sequence HLA-B54:01. The binding affinity (normalized) is 0.0704. (8) The peptide sequence is ILYYLSAKI. The MHC is HLA-A32:01 with pseudo-sequence HLA-A32:01. The binding affinity (normalized) is 0.798. (9) The peptide sequence is KGPGELLW. The MHC is Mamu-B52 with pseudo-sequence Mamu-B52. The binding affinity (normalized) is 0.920. (10) The peptide sequence is KENLYIKSI. The MHC is HLA-B44:02 with pseudo-sequence HLA-B44:02. The binding affinity (normalized) is 0.497.